This data is from Full USPTO retrosynthesis dataset with 1.9M reactions from patents (1976-2016). The task is: Predict the reactants needed to synthesize the given product. (1) The reactants are: Cl.[Br:2][C:3]1[C:11]2[C:6](=[CH:7][CH:8]=[C:9]([C:12](=[NH:16])OCC)[CH:10]=2)[NH:5][N:4]=1.[NH:17]([C:19]([C@@H:21]1[CH2:26][CH2:25][CH2:24][N:23]([C:27]([O:29][C:30]([CH3:33])([CH3:32])[CH3:31])=[O:28])[CH2:22]1)=O)[NH2:18]. Given the product [Br:2][C:3]1[C:11]2[C:6](=[CH:7][CH:8]=[C:9]([C:12]3[N:16]=[C:19]([C@@H:21]4[CH2:26][CH2:25][CH2:24][N:23]([C:27]([O:29][C:30]([CH3:33])([CH3:32])[CH3:31])=[O:28])[CH2:22]4)[NH:17][N:18]=3)[CH:10]=2)[NH:5][N:4]=1, predict the reactants needed to synthesize it. (2) Given the product [F:1][C:2]1[CH:3]=[CH:4][C:5]([NH:8][NH:9][C:23]([N:22]([CH2:26][CH:27]=[CH2:28])[CH2:19][CH:20]=[CH2:21])=[O:24])=[N:6][CH:7]=1, predict the reactants needed to synthesize it. The reactants are: [F:1][C:2]1[CH:3]=[CH:4][C:5]([NH:8][NH2:9])=[N:6][CH:7]=1.CCN(C(C)C)C(C)C.[CH2:19]([N:22]([CH2:26][CH:27]=[CH2:28])[C:23](Cl)=[O:24])[CH:20]=[CH2:21]. (3) Given the product [Br:1][C:2]1[S:13][C:5]2=[N:6][C:7]([Cl:12])=[C:8]([CH:10]([OH:11])[CH3:14])[CH:9]=[C:4]2[CH:3]=1, predict the reactants needed to synthesize it. The reactants are: [Br:1][C:2]1[S:13][C:5]2=[N:6][C:7]([Cl:12])=[C:8]([CH:10]=[O:11])[CH:9]=[C:4]2[CH:3]=1.[CH3:14][Mg]Cl. (4) Given the product [CH3:24][N:25]([CH3:32])[CH2:26]/[CH:27]=[CH:28]/[C:29]([N:21]1[CH2:20][CH2:19][C:18]2[C:11]3[C:10]([NH:9][C@@H:7]([C:1]4[CH:6]=[CH:5][CH:4]=[CH:3][CH:2]=4)[CH3:8])=[N:15][CH:14]=[N:13][C:12]=3[S:16][C:17]=2[CH2:22]1)=[O:30], predict the reactants needed to synthesize it. The reactants are: [C:1]1([C@H:7]([NH:9][C:10]2[C:11]3[C:18]4[CH2:19][CH2:20][NH:21][CH2:22][C:17]=4[S:16][C:12]=3[N:13]=[CH:14][N:15]=2)[CH3:8])[CH:6]=[CH:5][CH:4]=[CH:3][CH:2]=1.Cl.[CH3:24][N:25]([CH3:32])[CH2:26]/[CH:27]=[CH:28]/[C:29](O)=[O:30]. (5) The reactants are: P(=O)(O)(O)O.C(N1CC[C:16]([C:20]2C=C(C=CC=2F)CN)([OH:19])CC1)C1C=CC=CC=1.C(N1CC=C(C2C=C(C=CC=2F)CN)CC1)C1C=CC=CC=1.CC([O:55]C(OC(OC(C)(C)C)=O)=O)(C)C.[C:66]([O:70][C:71](=[O:94])[NH:72][CH2:73][C:74]1[CH:79]=[CH:78][C:77]([F:80])=[C:76]([C:81]2[CH2:82][CH2:83][N:84](CC3C=CC=CC=3)[CH2:85][CH:86]=2)[CH:75]=1)([CH3:69])([CH3:68])[CH3:67]. Given the product [C:16]([OH:55])(=[O:19])[CH3:20].[C:66]([O:70][C:71]([NH:72][CH2:73][C:74]1[CH:79]=[CH:78][C:77]([F:80])=[C:76]([CH:81]2[CH2:86][CH2:85][NH:84][CH2:83][CH2:82]2)[CH:75]=1)=[O:94])([CH3:69])([CH3:67])[CH3:68], predict the reactants needed to synthesize it. (6) Given the product [Cl:2][C:3]1[CH:4]=[N+:5]([O-:35])[CH:6]=[C:7]([Cl:34])[C:8]=1[CH2:9][C@@H:10]([C:19]1[CH:24]=[CH:23][C:22]([O:25][CH:26]([F:28])[F:27])=[C:21]([O:29][CH2:30][CH:31]2[CH2:33][CH2:32]2)[CH:20]=1)[O:11][C:12]([C@H:14]1[N:18]([S:46]([C:42]2[CH:43]=[CH:44][CH:45]=[C:40]([C:38](=[O:39])[N:37]([CH3:36])[CH3:50])[CH:41]=2)(=[O:48])=[O:47])[CH2:17][CH2:16][S:15]1)=[O:13], predict the reactants needed to synthesize it. The reactants are: Cl.[Cl:2][C:3]1[CH:4]=[N+:5]([O-:35])[CH:6]=[C:7]([Cl:34])[C:8]=1[CH2:9][C@@H:10]([C:19]1[CH:24]=[CH:23][C:22]([O:25][CH:26]([F:28])[F:27])=[C:21]([O:29][CH2:30][CH:31]2[CH2:33][CH2:32]2)[CH:20]=1)[O:11][C:12]([C@H:14]1[NH:18][CH2:17][CH2:16][S:15]1)=[O:13].[CH3:36][N:37]([CH3:50])[C:38]([C:40]1[CH:41]=[C:42]([S:46](Cl)(=[O:48])=[O:47])[CH:43]=[CH:44][CH:45]=1)=[O:39]. (7) Given the product [CH2:9]([C:25]1[N:19]([C:18]2[CH:20]=[CH:21][C:15]([O:14][C:2]3[CH:3]=[CH:4][C:5]4[O:6][C:7]5[CH:13]=[CH:12][CH:11]=[CH:10][C:8]=5[C:9]=4[CH:1]=3)=[CH:16][CH:17]=2)[CH:28]=[C:29]([C:31]2[CH:36]=[CH:35][C:34]([O:37][CH2:38][CH2:39][CH2:40][N:41]([CH2:44][CH3:45])[CH2:42][CH3:43])=[CH:33][CH:32]=2)[N:23]=1)[CH2:1][CH2:2][CH3:3], predict the reactants needed to synthesize it. The reactants are: [CH:1]1[C:9]2[C:8]3[CH:10]=[CH:11][CH:12]=[CH:13][C:7]=3[O:6][C:5]=2[CH:4]=[CH:3][C:2]=1[O:14][C:15]1[CH:21]=[CH:20][C:18]([NH2:19])=[CH:17][CH:16]=1.C[N:23]([CH:25]=O)C.Br[CH2:28][C:29]([C:31]1[CH:36]=[CH:35][C:34]([O:37][CH2:38][CH2:39][CH2:40][N:41]([CH2:44][CH3:45])[CH2:42][CH3:43])=[CH:33][CH:32]=1)=O. (8) Given the product [P:6]([O-:10])([O-:9])([O-:8])=[O:7].[Ca+2:5].[P:6]([O-:10])([O-:9])([O-:8])=[O:7].[Ca+2:5].[Ca+2:5], predict the reactants needed to synthesize it. The reactants are: C(=O)([O-])[O-].[Ca+2:5].[P:6](=[O:10])([OH:9])([OH:8])[OH:7]. (9) Given the product [OH:38][CH:35]1[CH2:34][CH2:33][N:32]([CH2:31][CH2:30][N:27]2[CH2:26][CH2:25][CH:24]([NH:23][C:17]([C:11]3[NH:12][C:13]4[C:9]([CH:10]=3)=[C:8]([O:7][CH2:6][CH:1]3[CH2:2][CH2:3][CH2:4][CH2:5]3)[CH:16]=[CH:15][CH:14]=4)=[O:19])[CH2:29][CH2:28]2)[CH2:37][CH2:36]1, predict the reactants needed to synthesize it. The reactants are: [CH:1]1([CH2:6][O:7][C:8]2[CH:16]=[CH:15][CH:14]=[C:13]3[C:9]=2[CH:10]=[C:11]([C:17]([OH:19])=O)[NH:12]3)[CH2:5][CH2:4][CH2:3][CH2:2]1.Cl.Cl.Cl.[NH2:23][CH:24]1[CH2:29][CH2:28][N:27]([CH2:30][CH2:31][N:32]2[CH2:37][CH2:36][CH:35]([OH:38])[CH2:34][CH2:33]2)[CH2:26][CH2:25]1.